This data is from Catalyst prediction with 721,799 reactions and 888 catalyst types from USPTO. The task is: Predict which catalyst facilitates the given reaction. (1) Reactant: [C:1]([N:4]1[C:46]2[C:41](=[CH:42][CH:43]=[C:44]([Cl:47])[CH:45]=2)[C:6]2([CH:11]([C:12]3[CH:17]=[C:16]([Cl:18])[CH:15]=[CH:14][C:13]=3[O:19][C:20]([CH2:30][CH3:31])([CH2:28][CH3:29])[C:21]([NH:23][S:24]([CH3:27])(=[O:26])=[O:25])=[O:22])[CH2:10][C:9](=O)[NH:8][CH:7]2[C:33]2[CH:38]=[C:37]([F:39])[CH:36]=[CH:35][C:34]=2[CH3:40])[C:5]1=[O:48])(=[O:3])[CH3:2].COC1C=CC(P2(SP(C3C=CC(OC)=CC=3)(=S)S2)=[S:58])=CC=1. Product: [C:1]([N:4]1[C:46]2[C:41](=[CH:42][CH:43]=[C:44]([Cl:47])[CH:45]=2)[C:6]2([CH:11]([C:12]3[CH:17]=[C:16]([Cl:18])[CH:15]=[CH:14][C:13]=3[O:19][C:20]([CH2:30][CH3:31])([CH2:28][CH3:29])[C:21]([NH:23][S:24]([CH3:27])(=[O:25])=[O:26])=[O:22])[CH2:10][C:9](=[S:58])[NH:8][CH:7]2[C:33]2[CH:38]=[C:37]([F:39])[CH:36]=[CH:35][C:34]=2[CH3:40])[C:5]1=[O:48])(=[O:3])[CH3:2]. The catalyst class is: 11. (2) Reactant: [CH2:1]([C:5]1[C:6]([C:16]([OH:18])=O)=[N:7][O:8][C:9]=1[C:10]1[CH:15]=[CH:14][CH:13]=[CH:12][CH:11]=1)[CH:2]([CH3:4])[CH3:3].[Li].O/[N:21]=[C:22](/[C:24]1[CH:41]=[CH:40][C:27]([CH2:28][N:29]2[CH2:32][CH:31]([C:33]([O:35][C:36]([CH3:39])([CH3:38])[CH3:37])=[O:34])[CH2:30]2)=[CH:26][CH:25]=1)\[NH2:23].Cl.C(N=C=NCCCN(C)C)C.C1C=CC2N(O)N=NC=2C=1. Product: [CH2:1]([C:5]1[C:6]([C:16]2[O:18][N:23]=[C:22]([C:24]3[CH:25]=[CH:26][C:27]([CH2:28][N:29]4[CH2:30][CH:31]([C:33]([O:35][C:36]([CH3:37])([CH3:39])[CH3:38])=[O:34])[CH2:32]4)=[CH:40][CH:41]=3)[N:21]=2)=[N:7][O:8][C:9]=1[C:10]1[CH:11]=[CH:12][CH:13]=[CH:14][CH:15]=1)[CH:2]([CH3:3])[CH3:4]. The catalyst class is: 42. (3) Reactant: [C:1]([C:4]1[C:5](CC(OCC)=O)=[N:6][C:7]2[C:12]([N:13]=1)=[CH:11][CH:10]=[CH:9][CH:8]=2)([OH:3])=[O:2].O=P(Cl)(Cl)[Cl:22].CN(C=O)C. Product: [Cl:22][C:5]1[C:4]([C:1]([OH:3])=[O:2])=[N:13][C:12]2[C:7]([N:6]=1)=[CH:8][CH:9]=[CH:10][CH:11]=2. The catalyst class is: 4.